From a dataset of Reaction yield outcomes from USPTO patents with 853,638 reactions. Predict the reaction yield, written as a fraction of the theoretical maximum amount of product (1.0 means a 100% yield; for example, 0.34 means a 34% yield). (1) The reactants are [F:1][C:2]1[CH:3]=[C:4]([CH:7]=[CH:8][C:9]=1[CH3:10])[C:5]#[N:6].C(O)C.[NH2:14][OH:15]. The catalyst is O. The product is [F:1][C:2]1[CH:3]=[C:4]([CH:7]=[CH:8][C:9]=1[CH3:10])[C:5](=[N:14][OH:15])[NH2:6]. The yield is 0.916. (2) The reactants are [CH3:1][O:2][C:3]1[CH:8]=[CH:7][CH:6]=[CH:5][C:4]=1[CH2:9][C:10]([O:12][CH3:13])=[O:11].C1COCC1.C([N-]C(C)C)(C)C.[Li+].[CH2:27](Br)[C:28]1[CH:33]=[CH:32][CH:31]=[CH:30][CH:29]=1. The catalyst is CCCCCCC.C1COCC1. The product is [CH3:1][O:2][C:3]1[CH:8]=[CH:7][CH:6]=[CH:5][C:4]=1[CH:9]([CH2:27][C:28]1[CH:33]=[CH:32][CH:31]=[CH:30][CH:29]=1)[C:10]([O:12][CH3:13])=[O:11]. The yield is 0.350. (3) The yield is 0.820. The product is [C:14]1([NH:13][S:12]([C:8]2[CH:7]=[C:6]([CH:5]=[CH:4][C:3]([OH:22])=[O:2])[CH:11]=[CH:10][CH:9]=2)(=[O:21])=[O:20])[CH:15]=[CH:16][CH:17]=[CH:18][CH:19]=1. The catalyst is CO. The reactants are C[O:2][C:3](=[O:22])[CH:4]=[CH:5][C:6]1[CH:11]=[CH:10][CH:9]=[C:8]([S:12](=[O:21])(=[O:20])[NH:13][C:14]2[CH:19]=[CH:18][CH:17]=[CH:16][CH:15]=2)[CH:7]=1.[OH-].[Na+]. (4) The reactants are [F:1][C:2]1[CH:7]=[CH:6][C:5]([CH:8]2[C:13]3=[N:14][NH:15][C:16](=[O:21])[C:17]4[CH:18]=[CH:19][CH:20]=[C:11]([C:12]=43)[NH:10][CH:9]2[C:22]2[CH:43]=[CH:42][C:25]([CH2:26][N:27]3[CH2:32][C@@H:31]([CH3:33])[N:30](C(OC(C)(C)C)=O)[C@H:29]([CH3:41])[CH2:28]3)=[CH:24][CH:23]=2)=[CH:4][CH:3]=1. The catalyst is Cl.CC#N. The product is [CH3:33][CH:31]1[NH:30][CH:29]([CH3:41])[CH2:28][N:27]([CH2:26][C:25]2[CH:42]=[CH:43][C:22]([CH:9]3[NH:10][C:11]4[C:12]5[C:13](=[N:14][NH:15][C:16](=[O:21])[C:17]=5[CH:18]=[CH:19][CH:20]=4)[CH:8]3[C:5]3[CH:4]=[CH:3][C:2]([F:1])=[CH:7][CH:6]=3)=[CH:23][CH:24]=2)[CH2:32]1. The yield is 0.530. (5) The reactants are C[O:2][C:3](=[O:42])[CH:4]1[CH:9]=[CH:8][CH:7]=[CH:6][C:5]1([C:24](=[O:41])[N:25]([C:32]1[O:40][C:36]2=[CH:37][CH:38]=[CH:39][C:35]2=[CH:34][CH:33]=1)[C:26]1[CH:31]=[CH:30][CH:29]=[CH:28][CH:27]=1)[CH2:10][CH2:11][C:12]1[CH:17]=[CH:16][C:15]([CH:18]=[CH:19][C:20]([CH3:23])([CH3:22])[CH3:21])=[CH:14][CH:13]=1.[OH-].[Na+]. The catalyst is CCO.C1COCC1.O. The product is [O:40]1[C:36]2=[CH:37][CH:38]=[CH:39][C:35]2=[CH:34][CH:33]=[C:32]1[N:25]([C:26]1[CH:31]=[CH:30][CH:29]=[CH:28][CH:27]=1)[C:24]([C:5]1([CH2:10][CH2:11][C:12]2[CH:13]=[CH:14][C:15]([CH:18]=[CH:19][C:20]([CH3:23])([CH3:21])[CH3:22])=[CH:16][CH:17]=2)[CH:6]=[CH:7][CH:8]=[CH:9][CH:4]1[C:3]([OH:42])=[O:2])=[O:41]. The yield is 0.980. (6) The reactants are Cl[C:2](Cl)([O:4]C(=O)OC(Cl)(Cl)Cl)Cl.[CH2:13]([O:20][NH:21][C@H:22]1[CH2:27][NH:26][C@H:25]([C:28]([O:30][CH2:31][CH3:32])=[O:29])[CH2:24][CH2:23]1)[C:14]1[CH:19]=[CH:18][CH:17]=[CH:16][CH:15]=1.CCN(C(C)C)C(C)C. The catalyst is C(Cl)Cl. The product is [CH2:13]([O:20][N:21]1[C:2](=[O:4])[N:26]2[CH2:27][C@H:22]1[CH2:23][CH2:24][C@H:25]2[C:28]([O:30][CH2:31][CH3:32])=[O:29])[C:14]1[CH:15]=[CH:16][CH:17]=[CH:18][CH:19]=1. The yield is 0.500. (7) The yield is 0.810. The product is [Cl:31][C:28]1[S:27][C:26]([S:23]([NH:22][C:13]2[C:14]3[C:19](=[CH:18][CH:17]=[CH:16][C:15]=3[O:20][CH3:21])[N:11]([CH2:10][C:6]3[CH:5]=[C:4]([CH2:3][NH:2][C:39](=[O:41])[CH3:40])[CH:9]=[CH:8][CH:7]=3)[N:12]=2)(=[O:25])=[O:24])=[CH:30][CH:29]=1. The reactants are Cl.[NH2:2][CH2:3][C:4]1[CH:5]=[C:6]([CH2:10][N:11]2[C:19]3[C:14](=[C:15]([O:20][CH3:21])[CH:16]=[CH:17][CH:18]=3)[C:13]([NH:22][S:23]([C:26]3[S:27][C:28]([Cl:31])=[CH:29][CH:30]=3)(=[O:25])=[O:24])=[N:12]2)[CH:7]=[CH:8][CH:9]=1.C(N(CC)CC)C.[C:39](OC(=O)C)(=[O:41])[CH3:40].C([O-])(O)=O.[Na+]. The catalyst is C(Cl)Cl.O. (8) The reactants are [CH2:1]([NH2:8])C1C=CC=CC=1.Cl.CN.[C:12]([C:15]1[S:19][C:18]([N:20]2[CH2:24][CH2:23][N:22]([CH2:25][C:26]3[CH:27]=[C:28]([CH:32]=[CH:33][CH:34]=3)[C:29]([OH:31])=O)[C:21]2=[O:35])=[N:17][C:16]=1[CH3:36])(=[O:14])[CH3:13]. No catalyst specified. The product is [C:12]([C:15]1[S:19][C:18]([N:20]2[CH2:24][CH2:23][N:22]([CH2:25][C:26]3[CH:27]=[C:28]([CH:32]=[CH:33][CH:34]=3)[C:29]([NH:8][CH3:1])=[O:31])[C:21]2=[O:35])=[N:17][C:16]=1[CH3:36])(=[O:14])[CH3:13]. The yield is 0.850. (9) The reactants are Cl.[CH3:2][O:3][CH2:4][CH2:5][CH2:6][O:7][CH:8]([C:15]1[CH:20]=[CH:19][CH:18]=[CH:17][CH:16]=1)[CH:9]1[CH2:14][CH2:13][CH2:12][NH:11][CH2:10]1.Br[CH2:22][C:23]([O:25][CH3:26])=[O:24].C([O-])([O-])=O.[K+].[K+].CN(C=O)C. The catalyst is CCOC(C)=O. The product is [CH3:2][O:3][CH2:4][CH2:5][CH2:6][O:7][CH:8]([C:15]1[CH:16]=[CH:17][CH:18]=[CH:19][CH:20]=1)[CH:9]1[CH2:14][CH2:13][CH2:12][N:11]([CH2:22][C:23]([O:25][CH3:26])=[O:24])[CH2:10]1. The yield is 0.270.